Dataset: Reaction yield outcomes from USPTO patents with 853,638 reactions. Task: Predict the reaction yield, written as a fraction of the theoretical maximum amount of product (1.0 means a 100% yield; for example, 0.34 means a 34% yield). (1) The reactants are [CH3:1][P:2](=[O:7])([O:5][CH3:6])[O:3][CH3:4].[Li]CCCC.[Si:13]([O:20][CH2:21][CH:22]1[CH2:27][CH2:26][CH:25]([C:28](OCC)=[O:29])[CH2:24][CH2:23]1)([C:16]([CH3:19])([CH3:18])[CH3:17])([CH3:15])[CH3:14]. The catalyst is C1COCC1. The product is [Si:13]([O:20][CH2:21][CH:22]1[CH2:23][CH2:24][CH:25]([C:28](=[O:29])[CH2:1][P:2](=[O:7])([O:5][CH3:6])[O:3][CH3:4])[CH2:26][CH2:27]1)([C:16]([CH3:19])([CH3:18])[CH3:17])([CH3:15])[CH3:14]. The yield is 0.750. (2) The reactants are [CH:1]1([NH:6][C:7]2[N:16]=[CH:15][C:14]3[CH2:13][CH2:12][C:11]4[C:17]([C:21]([O:23]CC)=[O:22])=[N:18][N:19]([CH3:20])[C:10]=4[C:9]=3[N:8]=2)[CH2:5][CH2:4][CH2:3][CH2:2]1.[OH-].[K+:27]. The catalyst is C(O)C. The product is [CH:1]1([NH:6][C:7]2[N:16]=[CH:15][C:14]3[CH2:13][CH2:12][C:11]4[C:17]([C:21]([O-:23])=[O:22])=[N:18][N:19]([CH3:20])[C:10]=4[C:9]=3[N:8]=2)[CH2:2][CH2:3][CH2:4][CH2:5]1.[K+:27]. The yield is 0.820. (3) The reactants are [Br:1]N1C(=O)CCC1=O.C1(P(C2C=CC=CC=2)C2C=CC=CC=2)C=CC=CC=1.[CH3:28][O:29][C:30]1[CH:31]=[C:32]([CH2:36][O:37][CH2:38][CH2:39]O)[CH:33]=[CH:34][CH:35]=1. The catalyst is C(Cl)Cl.[Al]. The product is [Br:1][CH2:39][CH2:38][O:37][CH2:36][C:32]1[CH:33]=[CH:34][CH:35]=[C:30]([O:29][CH3:28])[CH:31]=1. The yield is 0.500. (4) The reactants are [CH3:1][O:2][C:3](=[O:10])[C:4]([C:6]([F:9])([F:8])[F:7])=[CH2:5].O([CH2:13][N:14]([CH2:20][C:21]1[CH:26]=[CH:25][CH:24]=[CH:23][CH:22]=1)[CH2:15][Si](C)(C)C)C.FC(F)(F)C(O)=O. The catalyst is ClCCl. The product is [CH3:1][O:2][C:3]([C:4]1([C:6]([F:9])([F:8])[F:7])[CH2:5][CH2:13][N:14]([CH2:20][C:21]2[CH:22]=[CH:23][CH:24]=[CH:25][CH:26]=2)[CH2:15]1)=[O:10]. The yield is 0.760. (5) The reactants are [CH3:1][O:2][C:3]1[CH:4]=[C:5]([NH2:26])[CH:6]=[CH:7][C:8]=1[C:9]1[O:10][C:11]([C:14]2[C:15]([C:20]3[CH:25]=[CH:24][CH:23]=[CH:22][CH:21]=3)=[N:16][O:17][C:18]=2[CH3:19])=[N:12][N:13]=1.[CH:27](O)=[O:28]. No catalyst specified. The product is [CH3:1][O:2][C:3]1[CH:4]=[C:5]([NH:26][CH:27]=[O:28])[CH:6]=[CH:7][C:8]=1[C:9]1[O:10][C:11]([C:14]2[C:15]([C:20]3[CH:21]=[CH:22][CH:23]=[CH:24][CH:25]=3)=[N:16][O:17][C:18]=2[CH3:19])=[N:12][N:13]=1. The yield is 0.100.